From a dataset of Full USPTO retrosynthesis dataset with 1.9M reactions from patents (1976-2016). Predict the reactants needed to synthesize the given product. (1) Given the product [CH3:16][NH:17][CH2:1][CH:3]1[CH2:5][C:4]1([C:10]1[CH:15]=[CH:14][CH:13]=[CH:12][CH:11]=1)[C:6]([O:8][CH3:9])=[O:7], predict the reactants needed to synthesize it. The reactants are: [CH:1]([CH:3]1[CH2:5][C:4]1([C:10]1[CH:15]=[CH:14][CH:13]=[CH:12][CH:11]=1)[C:6]([O:8][CH3:9])=[O:7])=O.[CH3:16][NH2:17].[BH4-].[Na+]. (2) Given the product [Cl:1][C:2]1[C:3]([N+:10]([O-:12])=[O:11])=[CH:4][C:5]([CH3:9])=[C:6]([NH:8][C:20](=[O:21])[CH2:19][C:13]2[CH:18]=[CH:17][CH:16]=[CH:15][CH:14]=2)[CH:7]=1, predict the reactants needed to synthesize it. The reactants are: [Cl:1][C:2]1[C:3]([N+:10]([O-:12])=[O:11])=[CH:4][C:5]([CH3:9])=[C:6]([NH2:8])[CH:7]=1.[C:13]1([CH2:19][C:20](Cl)=[O:21])[CH:18]=[CH:17][CH:16]=[CH:15][CH:14]=1. (3) Given the product [Cl:1][C:2]1[N:7]=[C:6]([NH:9][NH2:10])[CH:5]=[CH:4][N:3]=1, predict the reactants needed to synthesize it. The reactants are: [Cl:1][C:2]1[N:7]=[C:6](Cl)[CH:5]=[CH:4][N:3]=1.[NH2:9][NH2:10].CO.C(Cl)Cl. (4) Given the product [CH2:1]([N:8]1[C:12]2[C:13](=[O:30])[N:14]([CH3:29])[C:15]([C:25]([O:27][CH3:28])=[O:26])=[C:16]([C:35]3[CH:36]=[CH:37][C:32]([Cl:31])=[CH:33][CH:34]=3)[C:11]=2[CH:10]=[CH:9]1)[C:2]1[CH:7]=[CH:6][CH:5]=[CH:4][CH:3]=1, predict the reactants needed to synthesize it. The reactants are: [CH2:1]([N:8]1[C:12]2[C:13](=[O:30])[N:14]([CH3:29])[C:15]([C:25]([O:27][CH3:28])=[O:26])=[C:16](OS(C(F)(F)F)(=O)=O)[C:11]=2[CH:10]=[CH:9]1)[C:2]1[CH:7]=[CH:6][CH:5]=[CH:4][CH:3]=1.[Cl:31][C:32]1[CH:37]=[CH:36][C:35](B(O)O)=[CH:34][CH:33]=1.C([O-])([O-])=O.[Na+].[Na+]. (5) Given the product [N:27]1[CH:32]=[CH:31][CH:30]=[CH:29][C:28]=1[CH:33]1[NH:38][C:37](=[O:39])[C:36]2[S:14][C:15]3[CH:21]=[C:20]([O:22][C:23]([F:24])([F:25])[F:26])[CH:19]=[CH:18][C:16]=3[NH:17][C:35]=2[CH2:34]1, predict the reactants needed to synthesize it. The reactants are: [NH2:17][C:16]1[CH:18]=[CH:19][C:20]([O:22][C:23]([F:24])([F:25])[F:26])=[CH:21][C:15]=1[S:14][S:14][C:15]1[CH:21]=[C:20]([O:22][C:23]([F:26])([F:25])[F:24])[CH:19]=[CH:18][C:16]=1[NH2:17].[N:27]1[CH:32]=[CH:31][CH:30]=[CH:29][C:28]=1[CH:33]1[NH:38][C:37](=[O:39])[CH2:36][C:35](=O)[CH2:34]1. (6) Given the product [Cl:1][C:2]1[CH:7]=[CH:6][C:5]([O:8][CH3:9])=[CH:4][C:3]=1[C:10]1[CH:20]=[C:19]([CH3:21])[C:13]2[N:14]=[C:15]([NH:18][C:23]3[CH:24]=[CH:25][C:26]([S:29][CH2:30][CH2:31][N:32]4[CH2:33][CH2:34][CH2:35][CH2:36]4)=[CH:27][CH:28]=3)[N:16]=[N:17][C:12]=2[CH:11]=1, predict the reactants needed to synthesize it. The reactants are: [Cl:1][C:2]1[CH:7]=[CH:6][C:5]([O:8][CH3:9])=[CH:4][C:3]=1[C:10]1[CH:20]=[C:19]([CH3:21])[C:13]2[N:14]=[C:15]([NH2:18])[N:16]=[N:17][C:12]=2[CH:11]=1.Br[C:23]1[CH:28]=[CH:27][C:26]([S:29][CH2:30][CH2:31][N:32]2[CH2:36][CH2:35][CH2:34][CH2:33]2)=[CH:25][CH:24]=1.C(=O)([O-])[O-].[Cs+].[Cs+].C1(P(C2C=CC=CC=2)C2C3OC4C(=CC=CC=4P(C4C=CC=CC=4)C4C=CC=CC=4)C(C)(C)C=3C=CC=2)C=CC=CC=1. (7) Given the product [C:1]([C:3]1[CH:8]=[CH:7][C:6]([NH:9][C:10](=[O:19])[C:11]([CH:13]2[CH2:18][CH2:17][CH2:16][CH2:15][CH2:14]2)([OH:12])[CH2:31][C:30]2[CH:29]=[CH:28][CH:27]=[CH:26][CH:25]=2)=[CH:5][C:4]=1[C:20]([F:22])([F:21])[F:23])#[N:2], predict the reactants needed to synthesize it. The reactants are: [C:1]([C:3]1[CH:8]=[CH:7][C:6]([NH:9][C:10](=[O:19])[C:11]([CH:13]2[CH2:18][CH2:17][CH2:16][CH2:15][CH2:14]2)=[O:12])=[CH:5][C:4]=1[C:20]([F:23])([F:22])[F:21])#[N:2].Cl[C:25]1[CH:26]=[C:27](NC(=O)C(C2CCCCC2)=O)[CH:28]=[CH:29][C:30]=1[C:31]#N.C([Mg]Cl)C1C=CC=CC=1. (8) Given the product [C:1]([O:5][C:6](=[O:12])[CH2:7][C@H:8]([CH2:19][C@H:20]([CH3:27])[CH2:21][CH2:22][CH3:23])[C:9]([OH:11])=[O:10])([CH3:4])([CH3:2])[CH3:3], predict the reactants needed to synthesize it. The reactants are: [C:1]([O:5][C:6](=[O:12])[CH2:7][CH2:8][C:9]([OH:11])=[O:10])([CH3:4])([CH3:3])[CH3:2].C(OC(=O)[CH2:19][C@@H:20]([C:27](N1[C@H](C)[C@H](C2C=CC=CC=2)OC1=O)=O)[CH2:21][C@H:22](C)[CH2:23]CC)(C)(C)C.[Li+].[OH-].OO.S(=O)(O)[O-].[Na+].S([O-])([O-])=O.[Na+].[Na+].